Dataset: Catalyst prediction with 721,799 reactions and 888 catalyst types from USPTO. Task: Predict which catalyst facilitates the given reaction. (1) Reactant: [Cl:1][C:2]1[N:3]=[C:4](Cl)[C:5]2[CH:10]=[CH:9][NH:8][C:6]=2[N:7]=1.[NH:12]1[CH2:17][CH2:16][O:15][CH2:14][CH2:13]1.CCN(CC)CC. Product: [Cl:1][C:2]1[N:3]=[C:4]([N:12]2[CH2:17][CH2:16][O:15][CH2:14][CH2:13]2)[C:5]2[CH:10]=[CH:9][NH:8][C:6]=2[N:7]=1. The catalyst class is: 2. (2) Reactant: [N+:1]([C:4]1[CH:12]=[CH:11][CH:10]=[C:9]2[C:5]=1[CH:6]([CH2:19][C:20]([O:22][CH3:23])=[O:21])[CH2:7][N:8]2[CH2:13][C:14]([O:16][CH2:17][CH3:18])=[O:15])([O-])=O. Product: [NH2:1][C:4]1[CH:12]=[CH:11][CH:10]=[C:9]2[C:5]=1[CH:6]([CH2:19][C:20]([O:22][CH3:23])=[O:21])[CH2:7][N:8]2[CH2:13][C:14]([O:16][CH2:17][CH3:18])=[O:15]. The catalyst class is: 50. (3) Reactant: [NH2:1][C:2]1[N:7]=[CH:6][C:5]([CH:8]2[CH2:13][NH:12][C:11](=[O:14])[CH2:10][CH2:9]2)=[CH:4][CH:3]=1.C1C(=O)N([Br:22])C(=O)C1. Product: [NH2:1][C:2]1[N:7]=[CH:6][C:5]([CH:8]2[CH2:13][NH:12][C:11](=[O:14])[CH2:10][CH2:9]2)=[CH:4][C:3]=1[Br:22]. The catalyst class is: 10. (4) Reactant: FC(F)(F)C(O)=O.[CH:8]1([CH2:11][N:12]2[C@H:18]([C:19]3[CH:24]=[CH:23][CH:22]=[CH:21][CH:20]=3)[CH2:17][CH2:16][CH2:15][C@H:14]([NH:25]C(=O)OC(C)(C)C)[C:13]2=[O:33])[CH2:10][CH2:9]1. Product: [NH2:25][C@H:14]1[CH2:15][CH2:16][CH2:17][C@@H:18]([C:19]2[CH:20]=[CH:21][CH:22]=[CH:23][CH:24]=2)[N:12]([CH2:11][CH:8]2[CH2:9][CH2:10]2)[C:13]1=[O:33]. The catalyst class is: 4. (5) Reactant: Br[C:2]1[S:6][C:5]([C:7]([NH:9][C:10]2[CH:15]=[CH:14][C:13]([O:16][CH3:17])=[C:12]([NH:18][C:19](=[O:27])[CH2:20][N:21]3[CH2:26][CH2:25][O:24][CH2:23][CH2:22]3)[CH:11]=2)=[O:8])=[CH:4][CH:3]=1.[F:28][C:29]1[CH:34]=[CH:33][C:32](B(O)O)=[CH:31][CH:30]=1.C(=O)([O-])[O-].[Na+].[Na+]. Product: [F:28][C:29]1[CH:34]=[CH:33][C:32]([C:2]2[S:6][C:5]([C:7]([NH:9][C:10]3[CH:15]=[CH:14][C:13]([O:16][CH3:17])=[C:12]([NH:18][C:19](=[O:27])[CH2:20][N:21]4[CH2:26][CH2:25][O:24][CH2:23][CH2:22]4)[CH:11]=3)=[O:8])=[CH:4][CH:3]=2)=[CH:31][CH:30]=1. The catalyst class is: 12. (6) Reactant: [CH3:1][C:2]([CH3:10])([CH3:9])[C:3](=[O:8])[CH2:4][C:5](=[O:7])[CH3:6].C(NC(C)C)(C)C.[Li].Br[CH2:20][C:21]1[CH:26]=[CH:25][C:24]([N:27]2[C:39]3[CH:38]=[CH:37][CH:36]=[CH:35][C:34]=3[C:33]3[C:28]2=[CH:29][CH:30]=[CH:31][CH:32]=3)=[CH:23][CH:22]=1.Cl. Product: [CH:29]1[C:28]2[N:27]([C:24]3[CH:23]=[CH:22][C:21]([CH2:20][CH2:6][C:5](=[O:7])[CH2:4][C:3](=[O:8])[C:2]([CH3:10])([CH3:9])[CH3:1])=[CH:26][CH:25]=3)[C:39]3[C:34](=[CH:35][CH:36]=[CH:37][CH:38]=3)[C:33]=2[CH:32]=[CH:31][CH:30]=1. The catalyst class is: 30. (7) Reactant: [N+:1]([C:4]1[CH:10]=[CH:9][C:7]([NH2:8])=[CH:6][CH:5]=1)([O-:3])=[O:2].[O:11]=[CH:12][C@@H:13]([C@H:15]([C@@H:17]([C@@H:19]([CH2:21][OH:22])[OH:20])[OH:18])[OH:16])O.S(=O)(=O)(O)O.C(=O)(O)[O-].[Na+]. Product: [N+:1]([C:4]1[CH:10]=[CH:9][C:7]([NH:8][C@@H:21]2[O:22][C@H:13]([CH2:12][OH:11])[C@@H:15]([OH:16])[C@H:17]([OH:18])[C@H:19]2[OH:20])=[CH:6][CH:5]=1)([O-:3])=[O:2]. The catalyst class is: 5. (8) Reactant: [C:1]1([CH2:7][C:8]([N:10]=[C:11]=[S:12])=[O:9])[CH:6]=[CH:5][CH:4]=[CH:3][CH:2]=1.[NH2:13][C:14]1[CH:42]=[CH:41][C:17]([O:18][C:19]2[CH:24]=[CH:23][N:22]=[C:21]([NH:25][C:26]([N:28]3[CH2:33][CH2:32][CH:31]([N:34]4[CH2:39][CH2:38][CH:37]([OH:40])[CH2:36][CH2:35]4)[CH2:30][CH2:29]3)=[O:27])[CH:20]=2)=[C:16]([F:43])[CH:15]=1.C12(CS(O)(=O)=O)C(C)(C)C(CC1)CC2=O. Product: [F:43][C:16]1[CH:15]=[C:14]([NH:13][C:11]([NH:10][C:8](=[O:9])[CH2:7][C:1]2[CH:6]=[CH:5][CH:4]=[CH:3][CH:2]=2)=[S:12])[CH:42]=[CH:41][C:17]=1[O:18][C:19]1[CH:24]=[CH:23][N:22]=[C:21]([NH:25][C:26]([N:28]2[CH2:29][CH2:30][CH:31]([N:34]3[CH2:35][CH2:36][CH:37]([OH:40])[CH2:38][CH2:39]3)[CH2:32][CH2:33]2)=[O:27])[CH:20]=1. The catalyst class is: 234. (9) Reactant: C[O:2][C:3]([C:5]1([O:8][CH:9]2[CH2:14][CH2:13][CH2:12][CH2:11][O:10]2)[CH2:7][CH2:6]1)=O.[H-].[Al+3].[Li+].[H-].[H-].[H-]. Product: [O:10]1[CH2:11][CH2:12][CH2:13][CH2:14][CH:9]1[O:8][C:5]1([CH2:3][OH:2])[CH2:7][CH2:6]1. The catalyst class is: 27. (10) Product: [C:4]([O:8][C:9]([N:11]1[CH2:15][CH2:14][C@H:13]([N:16]([C:17]2[CH:18]=[CH:19][C:20]([C:23]([OH:25])=[O:24])=[CH:21][CH:22]=2)[C:28]2[CH:33]=[CH:32][C:31]([F:34])=[C:30]([Cl:35])[CH:29]=2)[CH2:12]1)=[O:10])([CH3:7])([CH3:5])[CH3:6]. The catalyst class is: 15. Reactant: C(O)C.[C:4]([O:8][C:9]([N:11]1[CH2:15][CH2:14][C@H:13]([N:16]([C:28]2[CH:33]=[CH:32][C:31]([F:34])=[C:30]([Cl:35])[CH:29]=2)[C:17]2[CH:22]=[CH:21][C:20]([C:23]([O:25]CC)=[O:24])=[CH:19][CH:18]=2)[CH2:12]1)=[O:10])([CH3:7])([CH3:6])[CH3:5].[OH-].[Na+].ClCCl.